Dataset: Peptide-MHC class I binding affinity with 185,985 pairs from IEDB/IMGT. Task: Regression. Given a peptide amino acid sequence and an MHC pseudo amino acid sequence, predict their binding affinity value. This is MHC class I binding data. (1) The peptide sequence is MAQVHQGLM. The MHC is HLA-A02:03 with pseudo-sequence HLA-A02:03. The binding affinity (normalized) is 0.234. (2) The peptide sequence is NHFNVELSL. The MHC is Mamu-A07 with pseudo-sequence Mamu-A07. The binding affinity (normalized) is 0.946. (3) The peptide sequence is RNQPAATAL. The MHC is HLA-B40:01 with pseudo-sequence HLA-B40:01. The binding affinity (normalized) is 0.173.